Dataset: Full USPTO retrosynthesis dataset with 1.9M reactions from patents (1976-2016). Task: Predict the reactants needed to synthesize the given product. (1) Given the product [F:12][C:13]([F:17])([F:16])[CH2:14][O:15][S:7]([C:4]1[CH:5]=[CH:6][C:1]([CH3:11])=[CH:2][CH:3]=1)(=[O:9])=[O:8], predict the reactants needed to synthesize it. The reactants are: [C:1]1([CH3:11])[CH:6]=[CH:5][C:4]([S:7](Cl)(=[O:9])=[O:8])=[CH:3][CH:2]=1.[F:12][C:13]([F:17])([F:16])[CH2:14][OH:15].C(N(CC)CC)C. (2) Given the product [CH2:25]([S:26]([N:1]1[C:9]2[C:4](=[CH:5][CH:6]=[CH:7][CH:8]=2)[CH:3]([C:10]([OH:12])=[O:11])[CH2:2]1)(=[O:28])=[O:27])[CH:24]([CH3:30])[CH3:23], predict the reactants needed to synthesize it. The reactants are: [NH:1]1[C:9]2[C:4](=[CH:5][CH:6]=[CH:7][CH:8]=2)[CH:3]([C:10]([OH:12])=[O:11])[CH2:2]1.O.CCN(C(C)C)C(C)C.[CH3:23][CH:24]([CH3:30])[CH2:25][S:26](Cl)(=[O:28])=[O:27]. (3) Given the product [F:1][C:2]([F:36])([F:35])[C:3]1[CH:4]=[C:5]([C:13]([CH3:34])([CH3:33])[C:14]([N:16]([CH3:17])[C:18]2[C:23]([C:24]3[CH:29]=[CH:28][C:27]([F:30])=[CH:26][C:25]=3[CH3:31])=[CH:22][C:21]([C:52]#[C:51][CH2:50][C@@H:45]([NH:44][C:42]([O:41][C:38]([CH3:40])([CH3:39])[CH3:37])=[O:43])[C:46]([O:48][CH3:49])=[O:47])=[N:20][CH:19]=2)=[O:15])[CH:6]=[C:7]([C:9]([F:12])([F:11])[F:10])[CH:8]=1, predict the reactants needed to synthesize it. The reactants are: [F:1][C:2]([F:36])([F:35])[C:3]1[CH:4]=[C:5]([C:13]([CH3:34])([CH3:33])[C:14]([N:16]([C:18]2[CH:19]=[N:20][C:21](Cl)=[CH:22][C:23]=2[C:24]2[CH:29]=[CH:28][C:27]([F:30])=[CH:26][C:25]=2[CH3:31])[CH3:17])=[O:15])[CH:6]=[C:7]([C:9]([F:12])([F:11])[F:10])[CH:8]=1.[CH3:37][C:38]([O:41][C:42]([NH:44][C@H:45]([CH2:50][C:51]#[CH:52])[C:46]([O:48][CH3:49])=[O:47])=[O:43])([CH3:40])[CH3:39].C(NC(C)C)(C)C. (4) Given the product [Br:1][C:2]1[CH:3]=[C:4]2[C:21](=[CH:22][CH:23]=1)[O:20][C:7]1=[N:8][CH:9]=[C:10]([O:12][CH2:13][C:14]([O:18][CH3:19])([CH3:17])[CH3:15])[CH:11]=[C:6]1[C:5]2([CH3:25])[OH:24], predict the reactants needed to synthesize it. The reactants are: [Br:1][C:2]1[CH:3]=[C:4]2[C:21](=[CH:22][CH:23]=1)[O:20][C:7]1=[N:8][CH:9]=[C:10]([O:12][CH2:13][C:14]([O:18][CH3:19])([CH3:17])[CH2:15]I)[CH:11]=[C:6]1[C:5]2=[O:24].[CH3:25][Mg]Cl.[Li+].[B-](CC)(CC)CC. (5) Given the product [OH:1][C:2]1[CH:3]=[C:4]([NH:12][C:13]([C:15]2[CH:16]=[N:17][C:18]3[C:23]([C:24]=2[O:25][CH3:26])=[CH:22][CH:21]=[CH:20][CH:19]=3)=[O:14])[CH:5]=[CH:6][C:7]=1[C:8]([CH3:9])([CH3:11])[CH3:10], predict the reactants needed to synthesize it. The reactants are: [OH:1][C:2]1[CH:3]=[C:4]([NH:12][C:13]([C:15]2[C:24](=[O:25])[C:23]3[C:18](=[CH:19][CH:20]=[CH:21][CH:22]=3)[NH:17][CH:16]=2)=[O:14])[CH:5]=[CH:6][C:7]=1[C:8]([CH3:11])([CH3:10])[CH3:9].[CH3:26]I. (6) Given the product [NH2:11][C:10]1[NH:27][N:26]=[C:8]([C:3]2[CH:4]=[CH:5][CH:6]=[CH:7][CH:2]=2)[C:9]=1[C:12]1[N:17]=[C:16]2[S:18][C:19]([NH:21][CH:22]([CH3:24])[CH3:23])=[N:20][C:15]2=[CH:14][CH:13]=1, predict the reactants needed to synthesize it. The reactants are: F[C:2]1[CH:7]=[CH:6][CH:5]=[CH:4][C:3]=1[C:8](=O)[CH:9]([C:12]1[N:17]=[C:16]2[S:18][C:19]([NH:21][CH:22]([CH3:24])[CH3:23])=[N:20][C:15]2=[CH:14][CH:13]=1)[C:10]#[N:11].[NH2:26][NH2:27].